From a dataset of Forward reaction prediction with 1.9M reactions from USPTO patents (1976-2016). Predict the product of the given reaction. (1) Given the reactants C(=O)(O)[O-].[Na+].[N:6]#[C:7]Br.[Si:9]([O:16][CH2:17][CH2:18][CH2:19][NH:20][C:21]1[CH:26]=[CH:25][C:24]([N:27]2[CH2:31][C@H:30]([CH2:32][NH:33][C:34]([C:36]3[S:37][C:38]([Cl:41])=[CH:39][CH:40]=3)=[O:35])[O:29][C:28]2=[O:42])=[CH:23][CH:22]=1)([C:12]([CH3:15])([CH3:14])[CH3:13])([CH3:11])[CH3:10].O, predict the reaction product. The product is: [Si:9]([O:16][CH2:17][CH2:18][CH2:19][N:20]([C:7]#[N:6])[C:21]1[CH:22]=[CH:23][C:24]([N:27]2[CH2:31][C@H:30]([CH2:32][NH:33][C:34]([C:36]3[S:37][C:38]([Cl:41])=[CH:39][CH:40]=3)=[O:35])[O:29][C:28]2=[O:42])=[CH:25][CH:26]=1)([C:12]([CH3:15])([CH3:13])[CH3:14])([CH3:11])[CH3:10]. (2) Given the reactants [NH2:1][C:2]1[N:6]([CH3:7])[N:5]=[C:4]([CH3:8])[C:3]=1[CH:9]=O.[C:11]([CH2:13][C:14](OCC)=[O:15])#[N:12], predict the reaction product. The product is: [OH:15][C:14]1[N:1]=[C:2]2[N:6]([CH3:7])[N:5]=[C:4]([CH3:8])[C:3]2=[CH:9][C:13]=1[C:11]#[N:12].